Dataset: Full USPTO retrosynthesis dataset with 1.9M reactions from patents (1976-2016). Task: Predict the reactants needed to synthesize the given product. (1) Given the product [NH2:13][C:14]1[C:15]2[C:22]([C:23]([C:25]3[CH:26]=[C:27]([NH:31][S:9]([C:3]4[CH:4]=[CH:5][C:6]([F:8])=[CH:7][C:2]=4[Cl:1])(=[O:11])=[O:10])[CH:28]=[CH:29][CH:30]=3)=[O:24])=[CH:21][N:20]([CH:32]3[CH2:33][CH2:34][CH2:35][CH2:36]3)[C:16]=2[N:17]=[CH:18][N:19]=1, predict the reactants needed to synthesize it. The reactants are: [Cl:1][C:2]1[CH:7]=[C:6]([F:8])[CH:5]=[CH:4][C:3]=1[S:9](Cl)(=[O:11])=[O:10].[NH2:13][C:14]1[C:15]2[C:22]([C:23]([C:25]3[CH:30]=[CH:29][CH:28]=[C:27]([NH2:31])[CH:26]=3)=[O:24])=[CH:21][N:20]([CH:32]3[CH2:36][CH2:35][CH2:34][CH2:33]3)[C:16]=2[N:17]=[CH:18][N:19]=1. (2) The reactants are: [CH:1]1([O:6][C:7]2[CH:12]=[CH:11][C:10]([F:13])=[CH:9][C:8]=2[O:14][CH3:15])[CH2:5][CH2:4][CH2:3][CH2:2]1.[N+:16]([O-])([OH:18])=[O:17].C([O-])([O-])=O.[Na+].[Na+]. Given the product [CH:1]1([O:6][C:7]2[CH:12]=[C:11]([N+:16]([O-:18])=[O:17])[C:10]([F:13])=[CH:9][C:8]=2[O:14][CH3:15])[CH2:2][CH2:3][CH2:4][CH2:5]1, predict the reactants needed to synthesize it.